From a dataset of Reaction yield outcomes from USPTO patents with 853,638 reactions. Predict the reaction yield, written as a fraction of the theoretical maximum amount of product (1.0 means a 100% yield; for example, 0.34 means a 34% yield). (1) The reactants are [F:1][C:2]1[CH:7]=[CH:6][C:5]([C@H:8]2[CH2:10][C@@H:9]2[CH2:11][NH:12][C:13]2[CH:18]=[CH:17][N:16]=[C:15]([NH:19][NH2:20])[C:14]=2[C:21]([F:24])([F:23])[F:22])=[CH:4][CH:3]=1.C(=O)([O-])[O-].[Na+].[Na+].[F:31][C:32]([F:38])([F:37])[CH2:33][C:34](Cl)=[O:35]. The catalyst is CCOC(C)=O.C1COCC1. The product is [F:31][C:32]([F:38])([F:37])[CH2:33][C:34]([NH:20][NH:19][C:15]1[C:14]([C:21]([F:24])([F:22])[F:23])=[C:13]([NH:12][CH2:11][C@H:9]2[CH2:10][C@@H:8]2[C:5]2[CH:6]=[CH:7][C:2]([F:1])=[CH:3][CH:4]=2)[CH:18]=[CH:17][N:16]=1)=[O:35]. The yield is 0.716. (2) The yield is 0.301. The reactants are Br[C:2]1[C:10]2[C:5](=[CH:6][C:7]([S:11]([NH:14][C:15]3[CH:19]=[CH:18][O:17][N:16]=3)(=[O:13])=[O:12])=[CH:8][CH:9]=2)[N:4]([CH3:20])[CH:3]=1.[Cl:21][C:22]1[CH:27]=[C:26](B(O)O)[C:25]([O:31][CH3:32])=[CH:24][C:23]=1[C:33]1[CH:38]=[CH:37][CH:36]=[C:35]([F:39])[CH:34]=1.C(=O)([O-])[O-].[K+].[K+]. The catalyst is C1C=CC([P]([Pd]([P](C2C=CC=CC=2)(C2C=CC=CC=2)C2C=CC=CC=2)([P](C2C=CC=CC=2)(C2C=CC=CC=2)C2C=CC=CC=2)[P](C2C=CC=CC=2)(C2C=CC=CC=2)C2C=CC=CC=2)(C2C=CC=CC=2)C2C=CC=CC=2)=CC=1. The product is [Cl:21][C:22]1[CH:27]=[C:26]([C:2]2[C:10]3[C:5](=[CH:6][C:7]([S:11]([NH:14][C:15]4[CH:19]=[CH:18][O:17][N:16]=4)(=[O:13])=[O:12])=[CH:8][CH:9]=3)[N:4]([CH3:20])[CH:3]=2)[C:25]([O:31][CH3:32])=[CH:24][C:23]=1[C:33]1[CH:38]=[CH:37][CH:36]=[C:35]([F:39])[CH:34]=1. (3) The yield is 0.880. The product is [F:1][C:2]1[C:7]([NH:8][CH2:9][C:10]2[CH:15]=[C:14]([C:16]3[CH:21]=[CH:20][CH:19]=[C:18]([F:22])[CH:17]=3)[CH:13]=[C:12]([F:23])[CH:11]=2)=[C:6]([F:24])[CH:5]=[CH:4][C:3]=1[O:25][CH2:33][C:34]([O:36][CH2:37][CH3:38])=[O:35]. The catalyst is CC(C)=O. The reactants are [F:1][C:2]1[C:7]([NH:8][CH2:9][C:10]2[CH:15]=[C:14]([C:16]3[CH:21]=[CH:20][CH:19]=[C:18]([F:22])[CH:17]=3)[CH:13]=[C:12]([F:23])[CH:11]=2)=[C:6]([F:24])[CH:5]=[CH:4][C:3]=1[OH:25].C([O-])([O-])=O.[Cs+].[Cs+].Br[CH2:33][C:34]([O:36][CH2:37][CH3:38])=[O:35].O. (4) The reactants are S([O-])([O-])=O.[Na+].[Na+].[C:7]([N:10]1[C:18]2[C:13](=[CH:14][CH:15]=[CH:16][CH:17]=2)[C:12]([O:19]C(=O)C)=[CH:11]1)(=[O:9])[CH3:8]. The catalyst is O. The product is [C:7]([N:10]1[C:18]2[C:13](=[CH:14][CH:15]=[CH:16][CH:17]=2)[C:12](=[O:19])[CH2:11]1)(=[O:9])[CH3:8]. The yield is 0.710. (5) The reactants are [O:1]=[C:2]1[NH:7][C:6]([C@H:8]2[CH2:12][CH2:11][CH2:10][N:9]2[C:13]2[CH:18]=[CH:17][N:16]3[N:19]=[CH:20][C:21]([C:22]([O:24][CH2:25][CH3:26])=[O:23])=[C:15]3[N:14]=2)=[CH:5][CH:4]=[CH:3]1.[H-].[Li+].Br[CH2:30][CH2:31][CH2:32][N:33]1[C:41](=[O:42])[C:40]2[C:35](=[CH:36][CH:37]=[CH:38][CH:39]=2)[C:34]1=[O:43]. The catalyst is CN(C=O)C. The product is [O:43]=[C:34]1[C:35]2[C:40](=[CH:39][CH:38]=[CH:37][CH:36]=2)[C:41](=[O:42])[N:33]1[CH2:32][CH2:31][CH2:30][O:1][C:2]1[N:7]=[C:6]([C@H:8]2[CH2:12][CH2:11][CH2:10][N:9]2[C:13]2[CH:18]=[CH:17][N:16]3[N:19]=[CH:20][C:21]([C:22]([O:24][CH2:25][CH3:26])=[O:23])=[C:15]3[N:14]=2)[CH:5]=[CH:4][CH:3]=1. The yield is 0.840. (6) The reactants are C(N(CC)CC)C.[NH2:8][C:9]1[CH:14]=[CH:13][CH:12]=[C:11]([NH2:15])[N:10]=1.[F:16][C:17]1[CH:25]=[CH:24][C:20]([C:21](Cl)=[O:22])=[CH:19][CH:18]=1. The catalyst is O1CCOCC1.C(OCC)(=O)C.O. The product is [NH2:15][C:11]1[N:10]=[C:9]([NH:8][C:21](=[O:22])[C:20]2[CH:24]=[CH:25][C:17]([F:16])=[CH:18][CH:19]=2)[CH:14]=[CH:13][CH:12]=1. The yield is 0.863. (7) The reactants are [O:1]1[CH2:5][CH2:4][O:3][CH:2]1[C:6]1[CH:7]=[C:8]([CH:11]=[CH:12][CH:13]=1)[CH:9]=O.[N:14]([CH2:17][C:18]([O:20][CH3:21])=[O:19])=[N+:15]=[N-:16].C[O-].[Na+]. The catalyst is CO. The product is [N:14]([C:17](=[CH:9][C:8]1[CH:11]=[CH:12][CH:13]=[C:6]([CH:2]2[O:3][CH2:4][CH2:5][O:1]2)[CH:7]=1)[C:18]([O:20][CH3:21])=[O:19])=[N+:15]=[N-:16]. The yield is 0.530.